From a dataset of Reaction yield outcomes from USPTO patents with 853,638 reactions. Predict the reaction yield, written as a fraction of the theoretical maximum amount of product (1.0 means a 100% yield; for example, 0.34 means a 34% yield). (1) The reactants are [Cl:1][C:2]1[CH:3]=[C:4]2[C:8](=[CH:9][CH:10]=1)[NH:7][CH:6]=[C:5]2[CH2:11][CH2:12][NH:13][C:14](=[O:22])[C:15]1[CH:20]=[CH:19][C:18](I)=[CH:17][CH:16]=1.[CH3:23][C:24]1[CH:25]=[C:26](B(O)O)[CH:27]=[CH:28][C:29]=1[CH3:30].C(=O)([O-])[O-].[Na+].[Na+]. The catalyst is C(COC)OC.O.C1C=CC([P]([Pd]([P](C2C=CC=CC=2)(C2C=CC=CC=2)C2C=CC=CC=2)([P](C2C=CC=CC=2)(C2C=CC=CC=2)C2C=CC=CC=2)[P](C2C=CC=CC=2)(C2C=CC=CC=2)C2C=CC=CC=2)(C2C=CC=CC=2)C2C=CC=CC=2)=CC=1. The product is [Cl:1][C:2]1[CH:3]=[C:4]2[C:8](=[CH:9][CH:10]=1)[NH:7][CH:6]=[C:5]2[CH2:11][CH2:12][NH:13][C:14]([C:15]1[CH:20]=[CH:19][C:18]([C:26]2[CH:27]=[CH:28][C:29]([CH3:30])=[C:24]([CH3:23])[CH:25]=2)=[CH:17][CH:16]=1)=[O:22]. The yield is 0.680. (2) The reactants are [CH3:1][O:2][C:3]1[CH:4]=[C:5]([C:11]2[CH:31]=[N:30][C:14]3[N:15]=[C:16]([NH:19][C:20]4[C:25]([N+:26]([O-])=O)=[CH:24][CH:23]=[CH:22][C:21]=4[CH3:29])[N:17]=[CH:18][C:13]=3[CH:12]=2)[CH:6]=[C:7]([O:9][CH3:10])[CH:8]=1.[Cl-].[NH4+]. The catalyst is C(O)C.O.[Fe]. The product is [CH3:1][O:2][C:3]1[CH:4]=[C:5]([C:11]2[CH:31]=[N:30][C:14]3[N:15]=[C:16]([NH:19][C:20]4[C:25]([NH2:26])=[CH:24][CH:23]=[CH:22][C:21]=4[CH3:29])[N:17]=[CH:18][C:13]=3[CH:12]=2)[CH:6]=[C:7]([O:9][CH3:10])[CH:8]=1. The yield is 0.320. (3) The reactants are [Cl-].O[NH3+:3].[C:4](=[O:7])([O-])[OH:5].[Na+].CS(C)=O.[CH3:13][C:14]1[N:15]=[C:16]([CH2:36][CH2:37][CH3:38])[N:17]([CH2:21][C:22]2[CH:27]=[CH:26][C:25]([C:28]3[C:29]([C:34]#[N:35])=[CH:30][CH:31]=[CH:32][CH:33]=3)=[CH:24][CH:23]=2)[C:18](=[O:20])[CH:19]=1. The catalyst is O. The product is [CH3:13][C:14]1[N:15]=[C:16]([CH2:36][CH2:37][CH3:38])[N:17]([CH2:21][C:22]2[CH:27]=[CH:26][C:25]([C:28]3[CH:33]=[CH:32][CH:31]=[CH:30][C:29]=3[C:34]3[NH:3][C:4](=[O:7])[O:5][N:35]=3)=[CH:24][CH:23]=2)[C:18](=[O:20])[CH:19]=1. The yield is 0.440. (4) The reactants are [O:1]1[C:5]2([CH2:10][CH2:9][C:8](=[O:11])[CH2:7][CH2:6]2)[O:4][CH2:3][CH2:2]1.[F:12][C:13]1[CH:18]=[CH:17][C:16]([Mg]Br)=[CH:15][CH:14]=1. The catalyst is C1COCC1. The product is [F:12][C:13]1[CH:18]=[CH:17][C:16]([C:8]2([OH:11])[CH2:7][CH2:6][C:5]3([O:4][CH2:3][CH2:2][O:1]3)[CH2:10][CH2:9]2)=[CH:15][CH:14]=1. The yield is 0.400. (5) The reactants are O1CCCC1.[CH3:6][C:7]1[CH:12]=[CH:11][N:10]=[C:9]([O:13][CH2:14][C:15]2[CH:20]=[CH:19][C:18]([CH2:21][C:22](Cl)=[N:23][OH:24])=[CH:17][CH:16]=2)[CH:8]=1.[C:26]([C:28]1[C:29]([NH2:34])=[N:30][CH:31]=[CH:32][CH:33]=1)#[CH:27].C(N(CC)CC)C. The catalyst is O. The product is [CH3:6][C:7]1[CH:12]=[CH:11][N:10]=[C:9]([O:13][CH2:14][C:15]2[CH:20]=[CH:19][C:18]([CH2:21][C:22]3[CH:27]=[C:26]([C:28]4[C:29]([NH2:34])=[N:30][CH:31]=[CH:32][CH:33]=4)[O:24][N:23]=3)=[CH:17][CH:16]=2)[CH:8]=1. The yield is 0.206. (6) The reactants are C([O:4][CH2:5][CH:6]=[C:7]([CH3:16])[CH2:8][CH2:9][CH:10]=[C:11]([CH3:15])[C:12]([OH:14])=[O:13])(=O)C.C(=O)([O-])[O-].[K+].[K+].C(Cl)Cl.Cl. The catalyst is CO.O. The product is [OH:4][CH2:5][CH:6]=[C:7]([CH3:16])[CH2:8][CH2:9][CH:10]=[C:11]([CH3:15])[C:12]([OH:14])=[O:13]. The yield is 0.590. (7) The reactants are Br[C:2]1[C:10]2[O:9][C:8]([CH3:12])([CH3:11])[CH2:7][C:6]=2[C:5]([CH3:13])=[C:4]([NH:14][C:15](=[O:21])[CH2:16][C:17]([CH3:20])([CH3:19])[CH3:18])[C:3]=1[CH3:22].[CH3:23][C:24]1[CH:29]=[CH:28][C:27]([OH:30])=[CH:26][CH:25]=1. The catalyst is CCCCCC. The product is [CH3:18][C:17]([CH3:20])([CH3:19])[CH2:16][C:15]([NH:14][C:4]1[C:3]([CH3:22])=[C:2]([O:30][C:27]2[CH:28]=[CH:29][C:24]([CH3:23])=[CH:25][CH:26]=2)[C:10]2[O:9][C:8]([CH3:12])([CH3:11])[CH2:7][C:6]=2[C:5]=1[CH3:13])=[O:21]. The yield is 0.190. (8) The reactants are [N+](C1C=CC(O[C:11](=[O:29])[NH:12][CH2:13][CH:14]2[CH2:19][CH2:18][C:17]([N:26]([CH3:28])[CH3:27])([C:20]3[CH:25]=[CH:24][CH:23]=[CH:22][CH:21]=3)[CH2:16][CH2:15]2)=CC=1)([O-])=O.[F:30][C:31]1[CH:32]=[C:33]2[C:37](=[CH:38][CH:39]=1)[NH:36][CH:35]=[C:34]2[CH:40]1[CH2:45][CH2:44][CH2:43][NH:42][CH2:41]1. The catalyst is O1CCOCC1. The product is [CH3:28][N:26]([CH3:27])[C:17]1([C:20]2[CH:21]=[CH:22][CH:23]=[CH:24][CH:25]=2)[CH2:18][CH2:19][CH:14]([CH2:13][NH:12][C:11]([N:42]2[CH2:43][CH2:44][CH2:45][CH:40]([C:34]3[C:33]4[C:37](=[CH:38][CH:39]=[C:31]([F:30])[CH:32]=4)[NH:36][CH:35]=3)[CH2:41]2)=[O:29])[CH2:15][CH2:16]1. The yield is 0.250.